From a dataset of Forward reaction prediction with 1.9M reactions from USPTO patents (1976-2016). Predict the product of the given reaction. (1) The product is: [ClH:31].[CH3:1][O:2][CH2:3][CH2:4][NH:5][C:6]([C:8]1[C:9]2[CH2:10][CH2:11][C:12]3([NH:21][C:22]=2[C:23]2[N:28]=[C:27]([CH3:29])[N:26]([CH3:30])[C:24]=2[CH:25]=1)[CH2:20][C:19]1[C:14](=[CH:15][CH:16]=[CH:17][CH:18]=1)[CH2:13]3)=[O:7]. Given the reactants [CH3:1][O:2][CH2:3][CH2:4][NH:5][C:6]([C:8]1[C:9]2[CH2:10][CH2:11][C:12]3([NH:21][C:22]=2[C:23]2[N:28]=[C:27]([CH3:29])[N:26]([CH3:30])[C:24]=2[CH:25]=1)[CH2:20][C:19]1[C:14](=[CH:15][CH:16]=[CH:17][CH:18]=1)[CH2:13]3)=[O:7].[ClH:31], predict the reaction product. (2) Given the reactants Br[C:2]1[N:10]2[C:5]([C:6]([N:15]([CH:25]3[CH2:27][CH2:26]3)[CH2:16][C:17]3[CH:22]=[CH:21][C:20]([O:23][CH3:24])=[CH:19][CH:18]=3)=[N:7][C:8]([S:11]([CH3:14])(=[O:13])=[O:12])=[N:9]2)=[N:4][CH:3]=1.C[C:29]([N:31](C)C)=O, predict the reaction product. The product is: [CH:25]1([N:15]([CH2:16][C:17]2[CH:22]=[CH:21][C:20]([O:23][CH3:24])=[CH:19][CH:18]=2)[C:6]2[C:5]3=[N:4][CH:3]=[C:2]([C:29]#[N:31])[N:10]3[N:9]=[C:8]([S:11]([CH3:14])(=[O:13])=[O:12])[N:7]=2)[CH2:27][CH2:26]1. (3) Given the reactants [CH:1]1([N:5]2[CH2:10][CH2:9][N:8]([CH2:11][C:12]3[N:17]=[CH:16][C:15]([C:18]4[CH:25]=[CH:24][C:21]([C:22]#N)=[CH:20][CH:19]=4)=[CH:14][CH:13]=3)[CH2:7][CH2:6]2)[CH2:4][CH2:3][CH2:2]1.CC(C[AlH]CC(C)C)C.C1C[O:38]CC1, predict the reaction product. The product is: [CH:1]1([N:5]2[CH2:10][CH2:9][N:8]([CH2:11][C:12]3[N:17]=[CH:16][C:15]([C:18]4[CH:25]=[CH:24][C:21]([CH:22]=[O:38])=[CH:20][CH:19]=4)=[CH:14][CH:13]=3)[CH2:7][CH2:6]2)[CH2:4][CH2:3][CH2:2]1. (4) Given the reactants [F-].C([N+](CCCC)(CCCC)CCCC)CCC.C([Si](C(C)C)(C(C)C)[N:23]1[C:31]2[C:26](=[CH:27][C:28]([CH2:32][CH2:33][CH2:34][C:35]3[CH:44]=[CH:43][C:42]4[C:37](=[N:38][CH:39]=[CH:40][CH:41]=4)[N:36]=3)=[CH:29][CH:30]=2)[CH:25]=[CH:24]1)(C)C, predict the reaction product. The product is: [NH:23]1[C:31]2[C:26](=[CH:27][C:28]([CH2:32][CH2:33][CH2:34][C:35]3[CH:44]=[CH:43][C:42]4[C:37](=[N:38][CH:39]=[CH:40][CH:41]=4)[N:36]=3)=[CH:29][CH:30]=2)[CH:25]=[CH:24]1. (5) Given the reactants [C:1]([C@H:5]1[CH2:10][CH2:9][C@H:8]([O:11][C:12]2[CH:13]=[C:14]3[C:19](=[CH:20][CH:21]=2)[CH:18]=[C:17]([CH2:22][N:23]2[CH:28]4CCC[CH:24]2[CH2:25][CH:26]([C:32]([OH:34])=[O:33])[CH2:27]4)[CH:16]=[CH:15]3)[CH2:7][CH2:6]1)([CH3:4])([CH3:3])[CH3:2].[C:35]([C@H]1CC[C@H](OC2C=C3C(=CC=2)C=C(CN2CC4C(C4C(O)=O)C2)C=C3)CC1)(C)([CH3:37])[CH3:36], predict the reaction product. The product is: [C:1]([C@H:5]1[CH2:10][CH2:9][C@H:8]([O:11][C:12]2[CH:13]=[C:14]3[C:19](=[CH:20][CH:21]=2)[CH:18]=[C:17]([CH2:22][N:23]2[CH2:24][CH:25]4[CH:26]([C:32]([OH:34])=[O:33])[CH:27]([CH2:36][CH2:35][CH2:37]4)[CH2:28]2)[CH:16]=[CH:15]3)[CH2:7][CH2:6]1)([CH3:2])([CH3:4])[CH3:3]. (6) Given the reactants [C:1]1([SH:7])[CH:6]=[CH:5][CH:4]=[CH:3][CH:2]=1.[H-].[Na+].[H][H].[F:12][C:13]([F:30])([F:29])[CH:14]1[CH2:16][N:15]1[S:17]([C:20]1[C:25]([CH3:26])=[CH:24][C:23]([CH3:27])=[CH:22][C:21]=1[CH3:28])(=[O:19])=[O:18], predict the reaction product. The product is: [CH3:28][C:21]1[CH:22]=[C:23]([CH3:27])[CH:24]=[C:25]([CH3:26])[C:20]=1[S:17]([NH:15][CH:14]([CH2:16][S:7][C:1]1[CH:6]=[CH:5][CH:4]=[CH:3][CH:2]=1)[C:13]([F:30])([F:29])[F:12])(=[O:19])=[O:18]. (7) Given the reactants CO[C:3]1([O:10]C)[CH:8]=[CH:7][C:6](=[O:9])[CH:5]=[CH:4]1.[C:12]1([S:18]([N:21]2[C:29]3[C:24](=[CH:25][CH:26]=[CH:27][CH:28]=3)[CH:23]=[CH:22]2)(=[O:20])=[O:19])[CH:17]=[CH:16][CH:15]=[CH:14][CH:13]=1, predict the reaction product. The product is: [C:12]1([S:18]([N:21]2[C:29]3[C:24](=[CH:25][CH:26]=[CH:27][CH:28]=3)[CH:23]=[C:22]2[C:3]2([OH:10])[CH:4]=[CH:5][C:6](=[O:9])[CH:7]=[CH:8]2)(=[O:20])=[O:19])[CH:13]=[CH:14][CH:15]=[CH:16][CH:17]=1. (8) Given the reactants [CH3:1][C:2]1[CH:10]=[CH:9][CH:8]=[C:7]([CH3:11])[C:3]=1[C:4]([OH:6])=O.CCN(C(C)C)C(C)C.CN(C(ON1N=NC2C=CC=CC1=2)=[N+](C)C)C.[B-](F)(F)(F)F.[CH3:43][O:44][CH2:45][CH2:46][N:47]1[CH:51]2[CH2:52][CH2:53][C:48]1([CH:54]([C:56]1[CH:61]=[CH:60][N:59]=[CH:58][CH:57]=1)[NH2:55])[CH2:49][CH2:50]2, predict the reaction product. The product is: [CH3:43][O:44][CH2:45][CH2:46][N:47]1[CH:51]2[CH2:50][CH2:49][C:48]1([C@@H:54]([C:56]1[CH:57]=[CH:58][N:59]=[CH:60][CH:61]=1)[NH:55][C:4](=[O:6])[C:3]1[C:7]([CH3:11])=[CH:8][CH:9]=[CH:10][C:2]=1[CH3:1])[CH2:53][CH2:52]2. (9) Given the reactants [C:1]([C:5]1[O:9][N:8]=[C:7]([NH:10][C:11]([CH:13]2[CH2:18][CH2:17][CH2:16][NH:15][CH2:14]2)=[O:12])[CH:6]=1)([CH3:4])([CH3:3])[CH3:2].Cl.[Cl:20][C:21]1[C:22](F)=[N:23][CH:24]=[C:25]([C:27]([F:30])([F:29])[F:28])[CH:26]=1.C(N(CC)CC)C, predict the reaction product. The product is: [C:1]([C:5]1[O:9][N:8]=[C:7]([NH:10][C:11]([CH:13]2[CH2:18][CH2:17][CH2:16][N:15]([C:22]3[C:21]([Cl:20])=[CH:26][C:25]([C:27]([F:30])([F:28])[F:29])=[CH:24][N:23]=3)[CH2:14]2)=[O:12])[CH:6]=1)([CH3:4])([CH3:2])[CH3:3]. (10) Given the reactants [F:1][C:2]1[CH:7]=[CH:6][CH:5]=[CH:4][C:3]=1[C@H:8]([O:10][C:11](=[O:34])[NH:12][C:13]1[C:14]([CH3:33])=[N:15][O:16][C:17]=1[C:18]1[CH:23]=[CH:22][C:21]([C:24]2[CH:29]=[CH:28][C:27]([CH2:30][C:31]#[N:32])=[CH:26][CH:25]=2)=[CH:20][CH:19]=1)[CH3:9].C([Sn](=O)CCCC)CCC.[N:45]([Si](C)(C)C)=[N+:46]=[N-:47], predict the reaction product. The product is: [F:1][C:2]1[CH:7]=[CH:6][CH:5]=[CH:4][C:3]=1[C@H:8]([O:10][C:11](=[O:34])[NH:12][C:13]1[C:14]([CH3:33])=[N:15][O:16][C:17]=1[C:18]1[CH:23]=[CH:22][C:21]([C:24]2[CH:25]=[CH:26][C:27]([CH2:30][C:31]3[N:45]=[N:46][NH:47][N:32]=3)=[CH:28][CH:29]=2)=[CH:20][CH:19]=1)[CH3:9].